From a dataset of Catalyst prediction with 721,799 reactions and 888 catalyst types from USPTO. Predict which catalyst facilitates the given reaction. (1) Reactant: [C:1]([Cl:6])(=[O:5])[C:2](Cl)=[O:3].Cl.[N:8]1([C:14]([C:16]2[CH:21]=[CH:20][CH:19]=[CH:18][C:17]=2[C:22]([F:25])([F:24])[F:23])=[O:15])[CH2:13][CH2:12][NH:11][CH2:10][CH2:9]1.FC(F)(F)C1C=CC=CC=1C(O)=O. Product: [O:3]=[C:2]([N:11]1[CH2:12][CH2:13][N:8]([C:14](=[O:15])[C:16]2[CH:21]=[CH:20][CH:19]=[CH:18][C:17]=2[C:22]([F:25])([F:23])[F:24])[CH2:9][CH2:10]1)[C:1]([Cl:6])=[O:5]. The catalyst class is: 2. (2) Reactant: [OH:1][CH2:2][CH2:3][C:4]#[CH:5].N1C=CN=C1.[Si:11](Cl)([C:14]([CH3:17])([CH3:16])[CH3:15])([CH3:13])[CH3:12]. Product: [Si:11]([O:1][CH2:2][CH2:3][C:4]#[CH:5])([C:14]([CH3:17])([CH3:16])[CH3:15])([CH3:13])[CH3:12]. The catalyst class is: 18. (3) Reactant: CS(O[CH2:6][C@H:7]1[CH2:12][CH2:11][C@@H:10]([CH2:13][N:14]([CH2:22][C:23]2[CH:28]=[CH:27][CH:26]=[CH:25][CH:24]=2)[CH2:15][C:16]2[CH:21]=[CH:20][CH:19]=[CH:18][CH:17]=2)[CH2:9][CH2:8]1)(=O)=O.[C-:29]#[N:30].[Na+].C1OCCOCCOCCOCCOC1.O. Product: [CH2:22]([N:14]([CH2:13][C@@H:10]1[CH2:11][CH2:12][C@H:7]([CH2:6][C:29]#[N:30])[CH2:8][CH2:9]1)[CH2:15][C:16]1[CH:17]=[CH:18][CH:19]=[CH:20][CH:21]=1)[C:23]1[CH:24]=[CH:25][CH:26]=[CH:27][CH:28]=1. The catalyst class is: 16. (4) Product: [CH:33]([N:13]1[C:14]([O:26][C:27]2[CH:32]=[CH:31][CH:30]=[CH:29][CH:28]=2)=[C:15]([CH2:16][C:17]2[CH:18]=[CH:19][C:20]([O:23][CH3:24])=[CH:21][CH:22]=2)[C:11](=[O:10])[NH:12]1)([CH3:34])[CH3:35]. Reactant: [BH4-].[Na+].C([O:10][C:11]1[C:15]([C:16](=O)[C:17]2[CH:22]=[CH:21][C:20]([O:23][CH3:24])=[CH:19][CH:18]=2)=[C:14]([O:26][C:27]2[CH:32]=[CH:31][CH:30]=[CH:29][CH:28]=2)[N:13]([CH:33]([CH3:35])[CH3:34])[N:12]=1)C1C=CC=CC=1.C(O)(=O)CC(CC(O)=O)(C(O)=O)O. The catalyst class is: 7. (5) Reactant: [CH2:1]([O:3][CH2:4][C:5](Cl)=O)[CH3:2].[NH2:8][C:9]1[CH:10]=[N:11][C:12]2[C:17]([C:18]=1[NH:19][CH2:20][C:21]([CH3:24])([OH:23])[CH3:22])=[N:16][CH:15]=[CH:14][CH:13]=2. Product: [CH2:1]([O:3][CH2:4][C:5]1[N:19]([CH2:20][C:21]([CH3:24])([OH:23])[CH3:22])[C:18]2[C:17]3[N:16]=[CH:15][CH:14]=[CH:13][C:12]=3[N:11]=[CH:10][C:9]=2[N:8]=1)[CH3:2]. The catalyst class is: 17. (6) Reactant: CC1(C)CCCC(C)(C)N1.C([Li])CCC.[Br:16][C:17]1[CH:22]=[CH:21][CH:20]=[CH:19][C:18]=1[F:23].[C:24](=[O:26])=[O:25]. Product: [Br:16][C:17]1[C:18]([F:23])=[C:19]([CH:20]=[CH:21][CH:22]=1)[C:24]([OH:26])=[O:25]. The catalyst class is: 134. (7) Reactant: [Br:1][C:2]1[CH:3]=[C:4]([NH:10][C:11](=[O:17])[O:12][C:13]([CH3:16])([CH3:15])[CH3:14])[C:5](=[O:9])[N:6]([CH3:8])[CH:7]=1.[H-].[Na+].I[CH2:21][CH3:22]. Product: [Br:1][C:2]1[CH:3]=[C:4]([N:10]([CH2:21][CH3:22])[C:11](=[O:17])[O:12][C:13]([CH3:14])([CH3:16])[CH3:15])[C:5](=[O:9])[N:6]([CH3:8])[CH:7]=1. The catalyst class is: 3.